This data is from Reaction yield outcomes from USPTO patents with 853,638 reactions. The task is: Predict the reaction yield, written as a fraction of the theoretical maximum amount of product (1.0 means a 100% yield; for example, 0.34 means a 34% yield). (1) The reactants are [NH2:1][C:2]1[CH:3]=[CH:4][CH:5]=[C:6]2[C:11]=1[N:10]=[CH:9][CH:8]=[CH:7]2.[C:12]([O:16][C:17]([N:19]1[CH2:26][CH2:25][CH2:24][C@H:20]1[C:21](O)=[O:22])=[O:18])([CH3:15])([CH3:14])[CH3:13].Cl.CN(C)CCCN=C=NCC. The catalyst is ClCCl.CN(C)C1C=CN=CC=1. The product is [C:12]([O:16][C:17]([N:19]1[CH2:26][CH2:25][CH2:24][C@H:20]1[C:21](=[O:22])[NH:1][C:2]1[CH:3]=[CH:4][CH:5]=[C:6]2[C:11]=1[N:10]=[CH:9][CH:8]=[CH:7]2)=[O:18])([CH3:15])([CH3:14])[CH3:13]. The yield is 0.860. (2) The catalyst is C(Cl)Cl. The product is [Cl:6][C:7]1[C:8]([C:30]2[CH:31]=[N:32][N:33]3[CH:38]=[CH:37][CH:36]=[CH:35][C:34]=23)=[N:9][C:10]([NH:13][C:14]2[C:19]([O:20][CH3:21])=[CH:18][C:17]([C:22]3[CH2:23][CH2:24][N:25]([CH3:28])[CH2:26][CH:27]=3)=[C:16]([NH:29][C:1](=[O:4])[CH:2]=[CH2:3])[CH:15]=2)=[N:11][CH:12]=1. The reactants are [C:1](Cl)(=[O:4])[CH:2]=[CH2:3].[Cl:6][C:7]1[C:8]([C:30]2[CH:31]=[N:32][N:33]3[CH:38]=[CH:37][CH:36]=[CH:35][C:34]=23)=[N:9][C:10]([NH:13][C:14]2[CH:15]=[C:16]([NH2:29])[C:17]([C:22]3[CH2:23][CH2:24][N:25]([CH3:28])[CH2:26][CH:27]=3)=[CH:18][C:19]=2[O:20][CH3:21])=[N:11][CH:12]=1.CCN(C(C)C)C(C)C. The yield is 0.720.